Dataset: Catalyst prediction with 721,799 reactions and 888 catalyst types from USPTO. Task: Predict which catalyst facilitates the given reaction. (1) Reactant: [CH:1]([C:3]1[CH:4]=[C:5]2[C:9](=[CH:10][CH:11]=1)[C:8](=O)[CH2:7][CH2:6]2)=[CH2:2].Cl.[NH2:14][OH:15].C([O-])(=O)C.[Na+]. Product: [CH:1]([C:3]1[CH:4]=[C:5]2[C:9](=[CH:10][CH:11]=1)/[C:8](=[N:14]/[OH:15])/[CH2:7][CH2:6]2)=[CH2:2]. The catalyst class is: 5. (2) Reactant: [CH3:1][O:2][C:3](=[O:12])[C:4]1[CH:9]=[CH:8][C:7]([OH:10])=[C:6]([Cl:11])[CH:5]=1.C(=O)([O-])[O-].[K+].[K+].[Si:19]([O:26][CH2:27][CH2:28]Br)([C:22]([CH3:25])([CH3:24])[CH3:23])([CH3:21])[CH3:20]. Product: [CH3:1][O:2][C:3](=[O:12])[C:4]1[CH:9]=[CH:8][C:7]([O:10][CH2:28][CH2:27][O:26][Si:19]([C:22]([CH3:25])([CH3:24])[CH3:23])([CH3:21])[CH3:20])=[C:6]([Cl:11])[CH:5]=1. The catalyst class is: 3. (3) Reactant: [S:1]1[C:5]2[CH:6]=[CH:7][CH:8]=[CH:9][C:4]=2[N:3]=[C:2]1[C:10]1[C:11]2[CH2:19][CH2:18][C:17]([CH3:21])([CH3:20])[CH2:16][C:12]=2[S:13][C:14]=1[NH2:15].[C:22](OC(=O)C)(=[O:24])[CH3:23]. Product: [S:1]1[C:5]2[CH:6]=[CH:7][CH:8]=[CH:9][C:4]=2[N:3]=[C:2]1[C:10]1[C:11]2[CH2:19][CH2:18][C:17]([CH3:21])([CH3:20])[CH2:16][C:12]=2[S:13][C:14]=1[NH:15][C:22](=[O:24])[CH3:23]. The catalyst class is: 15. (4) Reactant: [Cl:1][C:2]1[C:3]([OH:22])=[C:4]([CH:9]=[C:10]([CH2:13][C:14]2[CH:19]=[CH:18][C:17]([O:20][CH3:21])=[CH:16][CH:15]=2)[C:11]=1[CH3:12])[C:5]([O:7][CH3:8])=[O:6].[H-].[Na+].C1C=CC(N([S:32]([C:35]([F:38])([F:37])[F:36])(=[O:34])=[O:33])[S:32]([C:35]([F:38])([F:37])[F:36])(=[O:34])=[O:33])=CC=1.Cl. Product: [Cl:1][C:2]1[C:3]([O:22][S:32]([C:35]([F:38])([F:37])[F:36])(=[O:34])=[O:33])=[C:4]([CH:9]=[C:10]([CH2:13][C:14]2[CH:15]=[CH:16][C:17]([O:20][CH3:21])=[CH:18][CH:19]=2)[C:11]=1[CH3:12])[C:5]([O:7][CH3:8])=[O:6]. The catalyst class is: 3. (5) Reactant: N1C=CC=CC=1.[F:7][CH:8]([F:33])[CH2:9][N:10]1[C:15]2[N:16]=[CH:17][CH:18]=[CH:19][C:14]=2[C:13]([OH:20])=[C:12]([C:21]2[CH:26]=[CH:25][CH:24]=[CH:23][C:22]=2[C:27]([F:30])([F:29])[F:28])[S:11]1(=[O:32])=[O:31].[CH3:34][CH:35]([CH3:39])[C:36](Cl)=[O:37]. Product: [CH3:34][CH:35]([CH3:39])[C:36]([O:20][C:13]1[C:14]2[CH:19]=[CH:18][CH:17]=[N:16][C:15]=2[N:10]([CH2:9][CH:8]([F:7])[F:33])[S:11](=[O:31])(=[O:32])[C:12]=1[C:21]1[CH:26]=[CH:25][CH:24]=[CH:23][C:22]=1[C:27]([F:30])([F:29])[F:28])=[O:37]. The catalyst class is: 4. (6) Reactant: Cl[C:2]1[N:7]=[CH:6][N:5]=[C:4]([N:8]2[CH2:14][C:13]3[CH:15]=[C:16]([C:19]4[CH:20]=[C:21]5[NH:27][C:26]([CH3:28])=[N:25][C:22]5=[N:23][CH:24]=4)[CH:17]=[CH:18][C:12]=3[O:11][CH2:10][CH2:9]2)[C:3]=1[CH3:29].[CH2:30]([NH2:32])[CH3:31]. Product: [CH2:30]([NH:32][C:2]1[C:3]([CH3:29])=[C:4]([N:8]2[CH2:14][C:13]3[CH:15]=[C:16]([C:19]4[CH:20]=[C:21]5[NH:27][C:26]([CH3:28])=[N:25][C:22]5=[N:23][CH:24]=4)[CH:17]=[CH:18][C:12]=3[O:11][CH2:10][CH2:9]2)[N:5]=[CH:6][N:7]=1)[CH3:31]. The catalyst class is: 435.